From a dataset of Reaction yield outcomes from USPTO patents with 853,638 reactions. Predict the reaction yield, written as a fraction of the theoretical maximum amount of product (1.0 means a 100% yield; for example, 0.34 means a 34% yield). (1) The reactants are [CH3:1][C:2]1[C:6]([CH2:7][N:8]2[CH2:12][CH:11]([C:13]3[CH:18]=[C:17]([F:19])[CH:16]=[C:15]([F:20])[C:14]=3[F:21])[CH2:10][C:9]2=[O:22])=[C:5]([CH3:23])[N:4](S(C2C=CC(C)=CC=2)(=O)=O)[N:3]=1.[F-].C([N+](CCCC)(CCCC)CCCC)CCC. The catalyst is C1COCC1. The product is [CH3:1][C:2]1[C:6]([CH2:7][N:8]2[CH2:12][CH:11]([C:13]3[CH:18]=[C:17]([F:19])[CH:16]=[C:15]([F:20])[C:14]=3[F:21])[CH2:10][C:9]2=[O:22])=[C:5]([CH3:23])[NH:4][N:3]=1. The yield is 0.140. (2) The reactants are [Cl:1][C:2]1[CH:3]=[CH:4][C:5]([O:26]C)=[C:6]([C:8]2[C:12]([NH:13][C:14]([C:16]3[CH:17]=[N:18][N:19]4[CH:24]=[CH:23][CH:22]=[N:21][C:20]=34)=[O:15])=[CH:11][N:10]([CH3:25])[N:9]=2)[CH:7]=1.B(Br)(Br)Br. The catalyst is ClCCl. The product is [Cl:1][C:2]1[CH:3]=[CH:4][C:5]([OH:26])=[C:6]([C:8]2[C:12]([NH:13][C:14]([C:16]3[CH:17]=[N:18][N:19]4[CH:24]=[CH:23][CH:22]=[N:21][C:20]=34)=[O:15])=[CH:11][N:10]([CH3:25])[N:9]=2)[CH:7]=1. The yield is 1.00. (3) The reactants are [C:1]([O:5][C:6](=[O:31])[N:7]([CH2:14][C:15]1[CH:20]=[CH:19][C:18]([C:21]2[S:29][C:28]3[C:23](=[N:24][CH:25]=[CH:26][C:27]=3Cl)[CH:22]=2)=[CH:17][CH:16]=1)[CH2:8][CH:9]1[CH2:13][CH2:12][CH2:11][O:10]1)([CH3:4])([CH3:3])[CH3:2].[F:32][C:33]1[CH:38]=[C:37]([N+:39]([O-:41])=[O:40])[CH:36]=[CH:35][C:34]=1[OH:42].C(=O)([O-])[O-].[K+].[K+]. The catalyst is O(C1C=CC=CC=1)C1C=CC=CC=1.C(Cl)Cl. The product is [F:32][C:33]1[CH:38]=[C:37]([N+:39]([O-:41])=[O:40])[CH:36]=[CH:35][C:34]=1[O:42][C:27]1[CH:26]=[CH:25][N:24]=[C:23]2[CH:22]=[C:21]([C:18]3[CH:19]=[CH:20][C:15]([CH2:14][N:7]([CH2:8][CH:9]4[CH2:13][CH2:12][CH2:11][O:10]4)[C:6](=[O:31])[O:5][C:1]([CH3:4])([CH3:3])[CH3:2])=[CH:16][CH:17]=3)[S:29][C:28]=12. The yield is 0.200. (4) The reactants are Cl[C:2]1[C:3]2[CH2:17][CH2:16][CH2:15][C:4]=2[N:5]=[C:6]([C:8]2[CH:13]=[CH:12][CH:11]=[C:10]([Cl:14])[CH:9]=2)[N:7]=1.[CH:18]([C:20]1[CH:26]=[CH:25][C:23]([NH2:24])=[CH:22][CH:21]=1)=[CH2:19]. No catalyst specified. The product is [Cl:14][C:10]1[CH:9]=[C:8]([C:6]2[N:7]=[C:2]([NH:24][C:23]3[CH:25]=[CH:26][C:20]([CH:18]=[CH2:19])=[CH:21][CH:22]=3)[C:3]3[CH2:17][CH2:16][CH2:15][C:4]=3[N:5]=2)[CH:13]=[CH:12][CH:11]=1. The yield is 0.620. (5) The reactants are [C:1](=[O:27])(OC1C=CC([N+]([O-])=O)=CC=1)[O:2][CH2:3][CH:4]1[CH2:9][CH2:8][N:7]([CH2:10][C:11]2[CH:16]=[CH:15][CH:14]=[CH:13][CH:12]=2)[CH2:6][CH2:5]1.CCN(CC)CC.[NH:35]1[CH2:40][CH2:39][O:38][CH2:37][CH2:36]1.[ClH:41]. The catalyst is CN(C=O)C.CN(C1C=CN=CC=1)C.C(Cl)Cl.CCOCC. The product is [ClH:41].[N:35]1([C:1]([O:2][CH2:3][CH:4]2[CH2:5][CH2:6][N:7]([CH2:10][C:11]3[CH:12]=[CH:13][CH:14]=[CH:15][CH:16]=3)[CH2:8][CH2:9]2)=[O:27])[CH2:40][CH2:39][O:38][CH2:37][CH2:36]1. The yield is 0.150. (6) The yield is 0.999. The reactants are [F:1][C:2]1[CH:3]=[C:4]([C:10]2[C:15]([C:16]3[CH:21]=[CH:20][C:19]([O:22][CH3:23])=[C:18]([F:24])[CH:17]=3)=[N:14][NH:13][C:12](=[O:25])[CH:11]=2)[CH:5]=[CH:6][C:7]=1[O:8][CH3:9].[CH2:26](Br)[C:27]1[CH:32]=[CH:31][CH:30]=[CH:29][CH:28]=1. No catalyst specified. The product is [CH2:26]([N:13]1[C:12](=[O:25])[CH:11]=[C:10]([C:4]2[CH:5]=[CH:6][C:7]([O:8][CH3:9])=[C:2]([F:1])[CH:3]=2)[C:15]([C:16]2[CH:21]=[CH:20][C:19]([O:22][CH3:23])=[C:18]([F:24])[CH:17]=2)=[N:14]1)[C:27]1[CH:32]=[CH:31][CH:30]=[CH:29][CH:28]=1. (7) The reactants are [Cl-].[Al+3].[Cl-].[Cl-].CC(OC(=O)[NH:10][C@H:11]1[C:20]2[C:15](=[CH:16][CH:17]=[C:18]([Br:21])[CH:19]=2)[N:14]([C:22](=[O:24])[CH3:23])[C@@H:13]([CH3:25])[CH2:12]1)C.C(N(CC)CC)C.CO. The catalyst is C(Cl)Cl.C(OCC)(=O)C. The product is [NH2:10][C@H:11]1[C:20]2[C:15](=[CH:16][CH:17]=[C:18]([Br:21])[CH:19]=2)[N:14]([C:22](=[O:24])[CH3:23])[C@@H:13]([CH3:25])[CH2:12]1. The yield is 0.850. (8) The reactants are [CH:1]1([C:7]2[C:8]3[CH:9]=[CH:10][C:11]([C:31](=[O:39])[NH:32][S:33]([CH:36]4[CH2:38][CH2:37]4)(=[O:35])=[O:34])=[CH:12][C:13]=3[N:14]3[CH2:20][C:19]([C:21]([O:23]C)=[O:22])=[CH:18][C:17]4[CH:25]=[C:26]([O:29][CH3:30])[CH:27]=[CH:28][C:16]=4[C:15]=23)[CH2:6][CH2:5][CH2:4][CH2:3][CH2:2]1.[OH-].[Na+].Cl.C1COCC1. The catalyst is CO. The product is [CH:1]1([C:7]2[C:8]3[CH:9]=[CH:10][C:11]([C:31](=[O:39])[NH:32][S:33]([CH:36]4[CH2:37][CH2:38]4)(=[O:35])=[O:34])=[CH:12][C:13]=3[N:14]3[CH2:20][C:19]([C:21]([OH:23])=[O:22])=[CH:18][C:17]4[CH:25]=[C:26]([O:29][CH3:30])[CH:27]=[CH:28][C:16]=4[C:15]=23)[CH2:2][CH2:3][CH2:4][CH2:5][CH2:6]1. The yield is 0.940. (9) The reactants are [C:1]1(=[O:7])[O:6][C:4](=[O:5])[CH2:3][CH2:2]1.[CH3:8][O:9][C:10]1[CH:15]=[CH:14][C:13]([CH2:16][OH:17])=[CH:12][CH:11]=1.C([O-])([O-])=O.[Na+].[Na+]. The catalyst is CC#N.CN(C1C=CN=CC=1)C.O. The product is [CH3:8][O:9][C:10]1[CH:15]=[CH:14][C:13]([CH2:16][O:17][C:4](=[O:5])[CH2:3][CH2:2][C:1]([OH:6])=[O:7])=[CH:12][CH:11]=1. The yield is 0.880. (10) The reactants are [Br:1][C:2]1[CH:3]=[C:4]([NH:11]C(=O)OC(C)(C)C)[C:5]2[O:9][CH2:8][CH2:7][C:6]=2[CH:10]=1.[ClH:19].C(OCC)(=O)C. The catalyst is C(OCC)(=O)C. The product is [ClH:19].[Br:1][C:2]1[CH:3]=[C:4]([NH2:11])[C:5]2[O:9][CH2:8][CH2:7][C:6]=2[CH:10]=1. The yield is 0.930.